From a dataset of Reaction yield outcomes from USPTO patents with 853,638 reactions. Predict the reaction yield, written as a fraction of the theoretical maximum amount of product (1.0 means a 100% yield; for example, 0.34 means a 34% yield). (1) The reactants are [H-].[Na+].[Cl:3][C:4]1[CH:9]=[CH:8][C:7]([CH2:10][CH2:11][C:12](=[O:14])[CH3:13])=[CH:6][CH:5]=1.[CH2:15]([O:17][C:18](=[O:24])[C:19](OCC)=[O:20])[CH3:16].CC[O-].[Na+]. The catalyst is CCO. The product is [CH2:15]([O:17][C:18](=[O:24])[C:19](=[O:20])[CH2:13][C:12](=[O:14])[CH2:11][CH2:10][C:7]1[CH:6]=[CH:5][C:4]([Cl:3])=[CH:9][CH:8]=1)[CH3:16]. The yield is 0.468. (2) The yield is 0.720. The reactants are [Al+3].[Cl-].[Cl-].[Cl-].[Cl:5][CH2:6][CH2:7][CH2:8][C:9](Cl)=[O:10].[CH3:12][N:13]([CH3:25])[C:14](=[O:24])[C:15]([CH3:23])([C:17]1[CH:22]=[CH:21][CH:20]=[CH:19][CH:18]=1)[CH3:16]. The product is [CH3:25][N:13]([CH3:12])[C:14](=[O:24])[C:15]([C:17]1[CH:18]=[CH:19][C:20]([C:9](=[O:10])[CH2:8][CH2:7][CH2:6][Cl:5])=[CH:21][CH:22]=1)([CH3:23])[CH3:16]. The catalyst is C(Cl)(Cl)(Cl)Cl.C(Cl)Cl. (3) The reactants are C([O:3][C:4](=[O:17])[CH2:5][O:6][C:7]1[CH:12]=[CH:11][C:10]([NH:13]C(=O)C)=[CH:9][CH:8]=1)C.[ClH:18]. No catalyst specified. The product is [ClH:18].[NH2:13][C:10]1[CH:9]=[CH:8][C:7]([O:6][CH2:5][C:4]([OH:17])=[O:3])=[CH:12][CH:11]=1. The yield is 0.776. (4) The reactants are CC1C2C(=CC=CC=2[N+]([O-])=O)NC=1.[CH3:14][C:15]1[C:23]2[C:18](=[CH:19][C:20]([N+:24]([O-])=O)=[CH:21][CH:22]=2)[NH:17][CH:16]=1. The catalyst is C(O)C.[Pd]. The product is [CH3:14][C:15]1[C:23]2[C:18](=[CH:19][C:20]([NH2:24])=[CH:21][CH:22]=2)[NH:17][CH:16]=1. The yield is 0.240. (5) The reactants are C(N(CC)CC)C.[NH2:8][C:9]1[CH:14]=[CH:13][CH:12]=[CH:11][C:10]=1[NH:15][C:16]1[CH:17]=[C:18]([CH:21]=[CH:22][CH:23]=1)[C:19]#[N:20].[C:24]([O:28][C:29]([NH:31][C@@H:32]([CH3:36])[C:33](O)=[O:34])=[O:30])([CH3:27])([CH3:26])[CH3:25].C1C=NC2N(O)N=NC=2C=1.Cl.CN(C)CCCN=C=NCC. The catalyst is C(Cl)Cl. The product is [C:24]([O:28][C:29](=[O:30])[NH:31][C@H:32]([C:33](=[O:34])[NH:8][C:9]1[CH:14]=[CH:13][CH:12]=[CH:11][C:10]=1[NH:15][C:16]1[CH:23]=[CH:22][CH:21]=[C:18]([C:19]#[N:20])[CH:17]=1)[CH3:36])([CH3:25])([CH3:26])[CH3:27]. The yield is 0.900. (6) The reactants are C[O:2][C:3](=O)[CH2:4][CH2:5][C:6]1[C:7](=[O:13])[N:8]([CH3:12])[CH2:9][CH2:10][CH:11]=1.CO.[NH2:17][O:18][K].C(O)(=O)C. The catalyst is C(OCC)(=O)C. The product is [OH:18][NH:17][C:3](=[O:2])[CH2:4][CH2:5][C:6]1[C:7](=[O:13])[N:8]([CH3:12])[CH2:9][CH2:10][CH:11]=1. The yield is 0.350. (7) The yield is 0.680. The catalyst is C1COCC1.CCOC(C)=O. The product is [CH2:44]([O:50][C:51](=[O:57])[CH2:52][N:8]1[C:7]2[C:9]([CH3:14])=[CH:10][C:11]([CH3:13])=[CH:12][C:6]=2[NH:5][CH2:4][C@H:3]([NH:15][C:16]([O:18][C:19]([CH3:22])([CH3:21])[CH3:20])=[O:17])[C:2]1=[O:1])[C:39]1[CH:38]=[CH:37][CH:42]=[CH:41][CH:40]=1. The reactants are [O:1]=[C:2]1[NH:8][C:7]2[C:9]([CH3:14])=[CH:10][C:11]([CH3:13])=[CH:12][C:6]=2[NH:5][CH2:4][C@@H:3]1[NH:15][C:16]([O:18][C:19]([CH3:22])([CH3:21])[CH3:20])=[O:17].C(OC(N[C@@H](CN[C:37]1[CH:42]=[C:41](C)[CH:40]=[C:39]([CH3:44])[C:38]=1N)C(O)=O)=O)(C)(C)C.CN1[CH2:52][CH2:51][O:50]CC1.C([O:57]C(Cl)=O)C(C)C. (8) The reactants are [C:1]1([CH3:10])[CH:6]=[CH:5][C:4]([S@@:7]([NH2:9])=[O:8])=[CH:3][CH:2]=1.[CH3:11][C@H:12]([C@H:15]([CH3:19])[CH2:16][CH2:17][CH3:18])[CH:13]=O. The catalyst is C1COCC1.[Cl-].[Na+].O.[O-]CC.[Ti+4].[O-]CC.[O-]CC.[O-]CC. The product is [CH3:11][C@H:12]([C@H:15]([CH3:19])[CH2:16][CH2:17][CH3:18])[CH:13]=[N:9][S:7]([C:4]1[CH:5]=[CH:6][C:1]([CH3:10])=[CH:2][CH:3]=1)=[O:8]. The yield is 0.516.